From a dataset of Catalyst prediction with 721,799 reactions and 888 catalyst types from USPTO. Predict which catalyst facilitates the given reaction. (1) Product: [CH2:18]([O:17][C:11]([C:12]1[N:3]=[N:2][N:1]([C:4]2[CH:9]=[CH:8][C:7]([F:10])=[CH:6][CH:5]=2)[C:13]=1[CH3:15])=[O:16])[CH3:19]. Reactant: [N:1]([C:4]1[CH:9]=[CH:8][C:7]([F:10])=[CH:6][CH:5]=1)=[N+:2]=[N-:3].[C:11]([O:17][CH2:18][CH3:19])(=[O:16])[CH2:12][C:13]([CH3:15])=O.C(NCC)C. The catalyst class is: 16. (2) Reactant: [C:1]([C:5]1[CH:10]=[CH:9][C:8]([C:11]2[N:15]([CH3:16])[N:14]=[C:13]([C:17](=O)[CH3:18])[C:12]=2[OH:20])=[CH:7][CH:6]=1)([CH3:4])([CH3:3])[CH3:2].[NH:21]([C:23]([C:25]1[S:29][C:28]([C:30]([O:32][CH3:33])=[O:31])=[CH:27][CH:26]=1)=[O:24])[NH2:22]. Product: [C:1]([C:5]1[CH:10]=[CH:9][C:8]([C:11]2[N:15]([CH3:16])[N:14]=[C:13]([C:17](=[N:22][NH:21][C:23]([C:25]3[S:29][C:28]([C:30]([O:32][CH3:33])=[O:31])=[CH:27][CH:26]=3)=[O:24])[CH3:18])[C:12]=2[OH:20])=[CH:7][CH:6]=1)([CH3:4])([CH3:3])[CH3:2]. The catalyst class is: 9. (3) Reactant: [C:1]([NH:4][C:5]1[CH:10]=[CH:9][C:8]([OH:11])=[CH:7][CH:6]=1)(=[O:3])[CH3:2].[H-].[Na+].Br[CH2:15][C@@:16]([OH:31])([CH3:30])[C:17]([NH:19][C:20]1[CH:25]=[CH:24][C:23]([N+:26]([O-:28])=[O:27])=[C:22]([CH3:29])[CH:21]=1)=[O:18]. Product: [C:1]([NH:4][C:5]1[CH:10]=[CH:9][C:8]([O:11][CH2:30][C@@:16]([OH:31])([CH3:15])[C:17]([NH:19][C:20]2[CH:25]=[CH:24][C:23]([N+:26]([O-:28])=[O:27])=[C:22]([CH3:29])[CH:21]=2)=[O:18])=[CH:7][CH:6]=1)(=[O:3])[CH3:2]. The catalyst class is: 1. (4) Reactant: [C:1]1([C:9]2[CH:14]=[CH:13][CH:12]=[CH:11][CH:10]=2)[CH:6]=[CH:5][CH:4]=[C:3]([CH:7]=O)[CH:2]=1.[NH3:15].CO. Product: [C:9]1([C:1]2[CH:2]=[C:3]([CH:4]=[CH:5][CH:6]=2)[CH2:7][NH2:15])[CH:14]=[CH:13][CH:12]=[CH:11][CH:10]=1. The catalyst class is: 5. (5) Product: [OH:20][N:19]=[CH:7]/[C:6](/[CH3:9])=[CH:5]/[C@@H:4]1[C@@H:3]([C:10]([O:12][C:13]([CH3:16])([CH3:15])[CH3:14])=[O:11])[C:2]1([CH3:17])[CH3:1]. The catalyst class is: 684. Reactant: [CH3:1][C:2]1([CH3:17])[C@H:4](/[CH:5]=[C:6](\[CH3:9])/[CH:7]=O)[C@H:3]1[C:10]([O:12][C:13]([CH3:16])([CH3:15])[CH3:14])=[O:11].Cl.[NH2:19][OH:20].N1C=CC=CC=1.O. (6) Reactant: [C:1]([O:9][CH2:10][C:11]1[CH:12]=[N:13][C:14]([CH3:17])=[CH:15][CH:16]=1)(=[O:8])[C:2]1[CH:7]=[CH:6][CH:5]=[CH:4][CH:3]=1.ClC1C=CC=C(C(OO)=[O:26])C=1.C(=O)([O-])[O-].[K+].[K+]. Product: [C:1]([O:9][CH2:10][C:11]1[CH:12]=[N+:13]([O-:26])[C:14]([CH3:17])=[CH:15][CH:16]=1)(=[O:8])[C:2]1[CH:3]=[CH:4][CH:5]=[CH:6][CH:7]=1. The catalyst class is: 22. (7) Reactant: [Br:1][C:2]1[CH:10]=[C:9]2[C:5]([CH:6]=[CH:7][NH:8]2)=[CH:4][CH:3]=1.[H-].[Na+].I[CH2:14][CH3:15].Cl. Product: [Br:1][C:2]1[CH:10]=[C:9]2[C:5]([CH:6]=[CH:7][N:8]2[CH2:14][CH3:15])=[CH:4][CH:3]=1. The catalyst class is: 20.